This data is from Forward reaction prediction with 1.9M reactions from USPTO patents (1976-2016). The task is: Predict the product of the given reaction. (1) Given the reactants [F:1][C:2]1[CH:7]=[CH:6][CH:5]=[C:4]([F:8])[C:3]=1[N:9]1[CH:13]=[CH:12][C:11]([NH2:14])=[CH:10]1.[F:15][C:16]([F:27])([F:26])[C:17]1[CH:25]=[CH:24][CH:23]=[CH:22][C:18]=1[C:19](Cl)=[O:20].C(N(CC)CC)C, predict the reaction product. The product is: [F:1][C:2]1[CH:7]=[CH:6][CH:5]=[C:4]([F:8])[C:3]=1[N:9]1[CH:13]=[CH:12][C:11]([NH:14][C:19](=[O:20])[C:18]2[CH:22]=[CH:23][CH:24]=[CH:25][C:17]=2[C:16]([F:15])([F:26])[F:27])=[CH:10]1. (2) Given the reactants [N+:1]([O-:4])([O-])=[O:2].[K+].[NH:6]1[CH2:11][CH2:10][C:9]2([C:20]3[C:15](=[CH:16][CH:17]=[CH:18][CH:19]=3)[NH:14][CH2:13][CH2:12]2)[CH2:8][CH2:7]1.[OH-].[Na+].CC(OC(OC(OC(C)(C)C)=O)=O)(C)C, predict the reaction product. The product is: [N+:1]([C:17]1[CH:16]=[C:15]2[C:20]([C:9]3([CH2:10][CH2:11][NH:6][CH2:7][CH2:8]3)[CH:12]=[CH:13][NH:14]2)=[CH:19][CH:18]=1)([O-:4])=[O:2].